Dataset: Catalyst prediction with 721,799 reactions and 888 catalyst types from USPTO. Task: Predict which catalyst facilitates the given reaction. (1) Reactant: [CH:1]1([C:5]2[CH:10]=[CH:9][CH:8]=[CH:7][C:6]=2[OH:11])[CH2:4][CH2:3][CH2:2]1.[H-].[Na+].[CH3:14][O:15][CH2:16]Cl.O. Product: [CH:1]1([C:5]2[CH:10]=[CH:9][CH:8]=[CH:7][C:6]=2[O:11][CH2:14][O:15][CH3:16])[CH2:2][CH2:3][CH2:4]1. The catalyst class is: 9. (2) Reactant: CN(C=O)C.[CH3:6][C@@H:7]1[NH:12][CH2:11][CH2:10][N:9]([C:13]2[N:14]=[N:15][C:16]([C:23]3[CH:28]=[CH:27][C:26]([C:29]([F:32])([F:31])[F:30])=[CH:25][CH:24]=3)=[C:17]3[CH:22]=[CH:21][N:20]=[CH:19][C:18]=23)[CH2:8]1.[F:33][C:34]1([F:52])[CH2:39][CH2:38][N:37]([C:40](OC2C=CC([N+]([O-])=O)=CC=2)=[O:41])[CH2:36][CH2:35]1.C(=O)([O-])[O-].[K+].[K+]. Product: [F:33][C:34]1([F:52])[CH2:39][CH2:38][N:37]([C:40]([N:12]2[CH2:11][CH2:10][N:9]([C:13]3[N:14]=[N:15][C:16]([C:23]4[CH:24]=[CH:25][C:26]([C:29]([F:32])([F:30])[F:31])=[CH:27][CH:28]=4)=[C:17]4[CH:22]=[CH:21][N:20]=[CH:19][C:18]=34)[CH2:8][C@@H:7]2[CH3:6])=[O:41])[CH2:36][CH2:35]1. The catalyst class is: 768. (3) Reactant: [N+:1]([C:4]1[CH:5]=[CH:6][C:7]([N:10]2[CH2:15][CH2:14][O:13][CH2:12][CH2:11]2)=[N:8][CH:9]=1)([O-])=O. Product: [O:13]1[CH2:14][CH2:15][N:10]([C:7]2[N:8]=[CH:9][C:4]([NH2:1])=[CH:5][CH:6]=2)[CH2:11][CH2:12]1. The catalyst class is: 19. (4) Reactant: [CH3:1][C:2]1[C:7]([O:8][C:9]2[N:14]=[CH:13][C:12]([NH2:15])=[CH:11][CH:10]=2)=[CH:6][CH:5]=[CH:4][N:3]=1.[C:16]([N:24]=[C:25]=[S:26])(=[O:23])[C:17]1[CH:22]=[CH:21][CH:20]=[CH:19][CH:18]=1. Product: [C:16]([NH:24][C:25]([NH:15][C:12]1[CH:13]=[N:14][C:9]([O:8][C:7]2[C:2]([CH3:1])=[N:3][CH:4]=[CH:5][CH:6]=2)=[CH:10][CH:11]=1)=[S:26])(=[O:23])[C:17]1[CH:22]=[CH:21][CH:20]=[CH:19][CH:18]=1. The catalyst class is: 21. (5) Reactant: [OH:1][C:2]1[CH:36]=[CH:35][CH:34]=[CH:33][C:3]=1[CH2:4][NH:5][C:6]([NH:8][C:9]1[N:13]([C:14]2[CH:19]=[CH:18][C:17]([CH3:20])=[C:16]([O:21][CH2:22][C:23]3[CH:28]=[CH:27][CH:26]=[CH:25][CH:24]=3)[CH:15]=2)[N:12]=[C:11]([C:29]([CH3:32])([CH3:31])[CH3:30])[CH:10]=1)=[O:7].[Cl:37][C:38]1[N:43]=[C:42](Cl)[CH:41]=[CH:40][N:39]=1.[OH-].[Na+]. Product: [Cl:37][C:38]1[N:43]=[C:42]([O:1][C:2]2[CH:36]=[CH:35][CH:34]=[CH:33][C:3]=2[CH2:4][NH:5][C:6]([NH:8][C:9]2[N:13]([C:14]3[CH:19]=[CH:18][C:17]([CH3:20])=[C:16]([O:21][CH2:22][C:23]4[CH:24]=[CH:25][CH:26]=[CH:27][CH:28]=4)[CH:15]=3)[N:12]=[C:11]([C:29]([CH3:32])([CH3:30])[CH3:31])[CH:10]=2)=[O:7])[CH:41]=[CH:40][N:39]=1. The catalyst class is: 21. (6) Reactant: [CH3:1][Mg]Cl.[Br:4][C:5]1[C:6]([CH:12]=[O:13])=[N:7][CH:8]=[CH:9][C:10]=1[CH3:11]. Product: [Br:4][C:5]1[C:6]([CH:12]([OH:13])[CH3:1])=[N:7][CH:8]=[CH:9][C:10]=1[CH3:11]. The catalyst class is: 1. (7) Reactant: [CH3:1][C:2]1[CH:3]=[C:4]([CH:7]=[CH:8][C:9]=1[S:10]([N:13]1[CH2:18][CH2:17][NH:16][C@@H:15]([CH3:19])[CH2:14]1)(=[O:12])=[O:11])[C:5]#[N:6].[CH3:20][C:21]1[N:26]=[CH:25][C:24]([C:27](O)=[O:28])=[CH:23][CH:22]=1.CCN(C(C)C)C(C)C.CN(C(ON1N=NC2C=CC=NC1=2)=[N+](C)C)C.F[P-](F)(F)(F)(F)F. Product: [NH3:6].[CH3:1][C:2]1[CH:3]=[C:4]([CH:7]=[CH:8][C:9]=1[S:10]([N:13]1[CH2:18][CH2:17][N:16]([C:27]([C:24]2[CH:25]=[N:26][C:21]([CH3:20])=[CH:22][CH:23]=2)=[O:28])[C@@H:15]([CH3:19])[CH2:14]1)(=[O:12])=[O:11])[C:5]#[N:6]. The catalyst class is: 655.